From a dataset of Catalyst prediction with 721,799 reactions and 888 catalyst types from USPTO. Predict which catalyst facilitates the given reaction. (1) Reactant: [O-2].[Mg+2:2].[C:3]([OH:15])(=[O:14])[CH2:4][C:5]([CH2:10][C:11]([OH:13])=[O:12])([C:7]([OH:9])=[O:8])[OH:6]. Product: [C:3]([O-:15])(=[O:14])[CH2:4][C:5]([CH2:10][C:11]([O-:13])=[O:12])([C:7]([O-:9])=[O:8])[OH:6].[Mg+2:2].[C:3]([O-:15])(=[O:14])[CH2:4][C:5]([CH2:10][C:11]([O-:13])=[O:12])([C:7]([O-:9])=[O:8])[OH:6].[Mg+2:2].[Mg+2:2]. The catalyst class is: 6. (2) Reactant: [N+](C1C=CC([O:8][C:9]([NH:11][CH2:12][CH2:13][C:14]([O:16][CH2:17][CH3:18])=[O:15])=O)=CC=1)([O-])=O.[NH2:21][C:22]1[C:31](=[O:32])[C:30]2[C:25](=[CH:26][C:27]([NH:34][CH:35]3[CH2:40][CH2:39][CH2:38][CH2:37][CH2:36]3)=[C:28]([F:33])[CH:29]=2)[N:24]([CH:41]([CH2:44][CH3:45])[CH2:42][CH3:43])[CH:23]=1.N1C=CC=CC=1.O. Product: [CH:35]1([NH:34][C:27]2[CH:26]=[C:25]3[C:30]([C:31](=[O:32])[C:22]([NH:21][C:9]([NH:11][CH2:12][CH2:13][C:14]([O:16][CH2:17][CH3:18])=[O:15])=[O:8])=[CH:23][N:24]3[CH:41]([CH2:44][CH3:45])[CH2:42][CH3:43])=[CH:29][C:28]=2[F:33])[CH2:40][CH2:39][CH2:38][CH2:37][CH2:36]1. The catalyst class is: 4.